Dataset: Catalyst prediction with 721,799 reactions and 888 catalyst types from USPTO. Task: Predict which catalyst facilitates the given reaction. (1) Product: [F:13][C:6]1[CH:5]=[C:4]([B:1]([OH:2])[OH:3])[CH:12]=[CH:11][C:7]=1[C:8](=[O:10])[NH:25][CH2:24][C:20]1[CH:21]=[CH:22][CH:23]=[C:18]([S:15]([CH3:14])(=[O:17])=[O:16])[CH:19]=1. The catalyst class is: 18. Reactant: [B:1]([C:4]1[CH:12]=[CH:11][C:7]([C:8]([OH:10])=O)=[C:6]([F:13])[CH:5]=1)([OH:3])[OH:2].[CH3:14][S:15]([C:18]1[CH:19]=[C:20]([CH2:24][NH2:25])[CH:21]=[CH:22][CH:23]=1)(=[O:17])=[O:16].CCN(C(C)C)C(C)C.CN(C(ON1N=NC2C=CC=CC1=2)=[N+](C)C)C.[B-](F)(F)(F)F. (2) Reactant: [BH4-].[Na+].Cl[CH:4]([C:9]1[CH:14]=[CH:13][CH:12]=[CH:11][C:10]=1[OH:15])[C:5]([F:8])([F:7])[F:6]. Product: [F:6][C:5]([F:7])([F:8])[CH2:4][C:9]1[CH:14]=[CH:13][CH:12]=[CH:11][C:10]=1[OH:15]. The catalyst class is: 1. (3) Reactant: [CH3:1][C:2]1[C:3]2[N:4]([CH:18]=[CH:19][N:20]=2)[CH:5]=[C:6]([C:8]2[CH:13]=[CH:12][C:11]([C:14]([F:17])([F:16])[F:15])=[CH:10][CH:9]=2)[CH:7]=1.C([O-])(=O)C.[Na+].[I:26]Cl. Product: [I:26][C:18]1[N:4]2[CH:5]=[C:6]([C:8]3[CH:13]=[CH:12][C:11]([C:14]([F:16])([F:15])[F:17])=[CH:10][CH:9]=3)[CH:7]=[C:2]([CH3:1])[C:3]2=[N:20][CH:19]=1. The catalyst class is: 15. (4) Reactant: [C:1](Cl)(=[O:4])[CH:2]=[CH2:3].[CH3:6][O:7][C:8]1[C:13]([NH:14][C:15]2[N:20]=[C:19]([C:21]3[CH:22]=[N:23][N:24]4[CH:29]=[CH:28][CH:27]=[CH:26][C:25]=34)[C:18]([CH3:30])=[CH:17][N:16]=2)=[CH:12][C:11]([NH2:31])=[C:10]([C:32]2[CH2:33][CH2:34][N:35]([CH3:38])[CH2:36][CH:37]=2)[CH:9]=1.CCN(C(C)C)C(C)C. Product: [CH3:6][O:7][C:8]1[C:13]([NH:14][C:15]2[N:20]=[C:19]([C:21]3[CH:22]=[N:23][N:24]4[CH:29]=[CH:28][CH:27]=[CH:26][C:25]=34)[C:18]([CH3:30])=[CH:17][N:16]=2)=[CH:12][C:11]([NH:31][C:1](=[O:4])[CH:2]=[CH2:3])=[C:10]([C:32]2[CH2:33][CH2:34][N:35]([CH3:38])[CH2:36][CH:37]=2)[CH:9]=1. The catalyst class is: 76. (5) Reactant: [CH3:1][N:2]([C@@H:16]([C:19]1[CH:24]=[CH:23][CH:22]=[CH:21][CH:20]=1)[CH2:17][CH3:18])[C:3]([C:5]1[N:6]=[C:7]([CH:10]2[CH2:15][CH2:14][NH:13][CH2:12][CH2:11]2)[S:8][CH:9]=1)=[O:4].C(N(CC)CC)C.[CH3:32][C:33]1[CH:38]=[CH:37][C:36]([CH3:39])=[CH:35][C:34]=1[CH2:40][C:41](O)=[O:42].Cl.CN(C)CCCN=C=NCC.Cl. Product: [CH3:32][C:33]1[CH:38]=[CH:37][C:36]([CH3:39])=[CH:35][C:34]=1[CH2:40][C:41]([N:13]1[CH2:14][CH2:15][CH:10]([C:7]2[S:8][CH:9]=[C:5]([C:3]([N:2]([CH3:1])[C@@H:16]([C:19]3[CH:20]=[CH:21][CH:22]=[CH:23][CH:24]=3)[CH2:17][CH3:18])=[O:4])[N:6]=2)[CH2:11][CH2:12]1)=[O:42]. The catalyst class is: 112. (6) Reactant: [O:1]=[C:2]1[C:7]2[C:8]([C:16]3[CH:17]=[C:18]([C:21](O)=[O:22])[S:19][CH:20]=3)=[CH:9][N:10]([CH:11]([CH2:14][CH3:15])[CH2:12][CH3:13])[C:6]=2[CH:5]=[CH:4][NH:3]1.CC[N:26]=C=NCCCN(C)C.Cl. Product: [O:1]=[C:2]1[C:7]2[C:8]([C:16]3[CH:17]=[C:18]([C:21]([NH2:26])=[O:22])[S:19][CH:20]=3)=[CH:9][N:10]([CH:11]([CH2:12][CH3:13])[CH2:14][CH3:15])[C:6]=2[CH:5]=[CH:4][NH:3]1. The catalyst class is: 287. (7) Reactant: [Br:1][C:2]1[CH:12]=[CH:11][C:5]([O:6][CH2:7][C:8]([OH:10])=O)=[CH:4][CH:3]=1.CN1CCOCC1.ClC1N=C(OC)N=C(OC)N=1.[CH3:31][NH:32][O:33][CH3:34]. Product: [Br:1][C:2]1[CH:3]=[CH:4][C:5]([O:6][CH2:7][C:8]([N:32]([O:33][CH3:34])[CH3:31])=[O:10])=[CH:11][CH:12]=1. The catalyst class is: 7.